This data is from Full USPTO retrosynthesis dataset with 1.9M reactions from patents (1976-2016). The task is: Predict the reactants needed to synthesize the given product. (1) Given the product [CH:15]1([NH:18][C:2]2[CH:7]=[CH:6][C:5]([CH3:8])=[CH:4][N:3]=2)[CH2:17][CH2:16]1, predict the reactants needed to synthesize it. The reactants are: Br[C:2]1[CH:7]=[CH:6][C:5]([CH3:8])=[CH:4][N:3]=1.C(O[Na])(C)(C)C.[CH:15]1([NH2:18])[CH2:17][CH2:16]1. (2) Given the product [Br:1][C:2]1[C:7]([F:8])=[CH:6][CH:5]=[C:4]([NH2:9])[C:3]=1[NH:12][C:13]1[CH:18]=[CH:17][CH:16]=[CH:15][N:14]=1, predict the reactants needed to synthesize it. The reactants are: [Br:1][C:2]1[C:7]([F:8])=[CH:6][CH:5]=[C:4]([N+:9]([O-])=O)[C:3]=1[NH:12][C:13]1[CH:18]=[CH:17][CH:16]=[CH:15][N:14]=1.[Cl-].[NH4+]. (3) Given the product [Cl:33][C:30]1[C:29]([CH2:34][OH:35])=[CH:28][C:27]([C:14]2[CH:15]=[C:16]3[C:11](=[CH:12][CH:13]=2)[N:10]=[CH:9][CH:8]=[C:7]3[N:4]2[CH2:5][CH2:6][O:1][CH2:2][CH2:3]2)=[CH:32][N:31]=1, predict the reactants needed to synthesize it. The reactants are: [O:1]1[CH2:6][CH2:5][N:4]([C:7]2[C:16]3[C:11](=[CH:12][CH:13]=[C:14](B(O)O)[CH:15]=3)[N:10]=[CH:9][CH:8]=2)[CH2:3][CH2:2]1.C([O-])([O-])=O.[Na+].[Na+].Br[C:27]1[CH:28]=[C:29]([CH2:34][OH:35])[C:30]([Cl:33])=[N:31][CH:32]=1. (4) The reactants are: [Cl:1][C:2]1[CH:7]=[C:6]([Cl:8])[CH:5]=[CH:4][C:3]=1[C:9]1[C:29](=[O:30])[N:28]([CH3:31])[C:12]2[N:13]([CH3:27])[C:14]3[C:19]([C:11]=2[CH:10]=1)=[CH:18][C:17]([C:20]1[S:21][CH:22]=[C:23]([CH2:25][OH:26])[N:24]=1)=[CH:16][CH:15]=3.I[CH2:33][CH3:34]. Given the product [Cl:1][C:2]1[CH:7]=[C:6]([Cl:8])[CH:5]=[CH:4][C:3]=1[C:9]1[C:29](=[O:30])[N:28]([CH3:31])[C:12]2[N:13]([CH3:27])[C:14]3[C:19]([C:11]=2[CH:10]=1)=[CH:18][C:17]([C:20]1[S:21][CH:22]=[C:23]([CH2:25][O:26][CH2:33][CH3:34])[N:24]=1)=[CH:16][CH:15]=3, predict the reactants needed to synthesize it.